This data is from Reaction yield outcomes from USPTO patents with 853,638 reactions. The task is: Predict the reaction yield, written as a fraction of the theoretical maximum amount of product (1.0 means a 100% yield; for example, 0.34 means a 34% yield). (1) The reactants are Br[C:2]1[CH:16]=[CH:15][C:5]([CH2:6][NH:7][C:8](=[O:14])[O:9][C:10]([CH3:13])([CH3:12])[CH3:11])=[CH:4][CH:3]=1.B1(B2OC(C)(C)C(C)(C)O2)OC(C)(C)C(C)(C)O1.Br[C:36]1[C:37]2[C:38]3[CH:51]=[CH:50][S:49][C:39]=3[C:40](=[O:48])[NH:41][C:42]=2[CH:43]=[CH:44][C:45]=1[O:46][CH3:47]. No catalyst specified. The product is [CH3:47][O:46][C:45]1[CH:44]=[CH:43][C:42]2[NH:41][C:40](=[O:48])[C:39]3[S:49][CH:50]=[CH:51][C:38]=3[C:37]=2[C:36]=1[C:2]1[CH:16]=[CH:15][C:5]([CH2:6][NH:7][C:8](=[O:14])[O:9][C:10]([CH3:13])([CH3:12])[CH3:11])=[CH:4][CH:3]=1. The yield is 0.680. (2) The reactants are [C:1]([O:5][C:6](=[O:12])[NH:7][CH2:8][CH2:9][CH2:10]Br)([CH3:4])([CH3:3])[CH3:2].[CH3:13][NH2:14].C1COCC1. No catalyst specified. The product is [C:1]([O:5][C:6](=[O:12])[NH:7][CH2:8][CH2:9][CH2:10][NH:14][CH3:13])([CH3:4])([CH3:3])[CH3:2]. The yield is 0.860. (3) The reactants are CCN(C(C)C)C(C)C.[Cl:10][C:11]1[C:12]([C:30]2[CH:31]=[N:32][N:33]3[CH:38]=[CH:37][CH:36]=[CH:35][C:34]=23)=[N:13][C:14]([NH:17][C:18]2[CH:23]=[C:22]([N+:24]([O-:26])=[O:25])[C:21](F)=[CH:20][C:19]=2[O:28][CH3:29])=[N:15][CH:16]=1.[CH3:39][N:40]([CH3:50])[C:41](=[O:49])[CH2:42][N:43]1[CH2:48][CH2:47][NH:46][CH2:45][CH2:44]1. The catalyst is FC(F)(F)CO. The product is [Cl:10][C:11]1[C:12]([C:30]2[CH:31]=[N:32][N:33]3[CH:38]=[CH:37][CH:36]=[CH:35][C:34]=23)=[N:13][C:14]([NH:17][C:18]2[C:19]([O:28][CH3:29])=[CH:20][C:21]([N:46]3[CH2:45][CH2:44][N:43]([CH2:42][C:41]([N:40]([CH3:50])[CH3:39])=[O:49])[CH2:48][CH2:47]3)=[C:22]([N+:24]([O-:26])=[O:25])[CH:23]=2)=[N:15][CH:16]=1. The yield is 0.830. (4) The yield is 0.960. The reactants are [N+:1]([C:4]1[CH:12]=[CH:11][CH:10]=[CH:9][C:5]=1[CH2:6][CH2:7][OH:8])([O-:3])=[O:2].N1C=CN=C1.ClCCl.[Si:21](Cl)([C:24]([CH3:27])([CH3:26])[CH3:25])([CH3:23])[CH3:22]. The catalyst is C(OCC)(=O)C.C(OCC)C. The product is [N+:1]([C:4]1[CH:12]=[CH:11][CH:10]=[CH:9][C:5]=1[CH2:6][CH2:7][O:8][Si:21]([C:24]([CH3:27])([CH3:26])[CH3:25])([CH3:23])[CH3:22])([O-:3])=[O:2]. (5) The reactants are [CH2:1]([O:8][C:9]1[CH:14]=[CH:13][C:12]([C:15]2[NH:19][C:18]3[CH:20]=[C:21]([C:23]([O:25][CH2:26][CH3:27])=[O:24])[S:22][C:17]=3[CH:16]=2)=[CH:11][CH:10]=1)[C:2]1[CH:7]=[CH:6][CH:5]=[CH:4][CH:3]=1.[H-].[Na+].Br[CH:31]1[CH2:36][CH2:35][CH2:34][CH:33]=[CH:32]1.C(OCC)(=O)C. The catalyst is O1CCCC1. The product is [CH2:1]([O:8][C:9]1[CH:10]=[CH:11][C:12]([C:15]2[NH:19][C:18]3[CH:20]=[C:21]([C:23]([O:25][CH2:26][CH3:27])=[O:24])[S:22][C:17]=3[C:16]=2[CH:36]2[CH2:35][CH2:34][CH2:33][CH:32]=[CH:31]2)=[CH:13][CH:14]=1)[C:2]1[CH:7]=[CH:6][CH:5]=[CH:4][CH:3]=1. The yield is 0.640. (6) The reactants are [CH2:1]([C:3]1[N:4]([C:28]2[CH:33]=[CH:32][C:31]([OH:34])=[CH:30][CH:29]=2)[C:5](=[O:27])[C:6]([CH2:12][C:13]2[CH:18]=[CH:17][C:16]([C:19]3[C:20]([C:25]#[N:26])=[CH:21][CH:22]=[CH:23][CH:24]=3)=[CH:15][CH:14]=2)=[C:7]([CH2:9][CH2:10][CH3:11])[N:8]=1)[CH3:2].[Si:35]([O:42][C:43]([C@@H:46]1[CH2:51][CH2:50][C@H:49](O)[CH2:48][CH2:47]1)([CH3:45])[CH3:44])([C:38]([CH3:41])([CH3:40])[CH3:39])([CH3:37])[CH3:36].C1(P(C2C=CC=CC=2)C2C=CC=CC=2)C=CC=CC=1.N(C(OC(C)C)=O)=NC(OC(C)C)=O. The catalyst is O1CCCC1.O.C(OCC)(=O)C. The product is [Si:35]([O:42][C:43]([C@H:46]1[CH2:47][CH2:48][C@H:49]([O:34][C:31]2[CH:32]=[CH:33][C:28]([N:4]3[C:5](=[O:27])[C:6]([CH2:12][C:13]4[CH:18]=[CH:17][C:16]([C:19]5[C:20]([C:25]#[N:26])=[CH:21][CH:22]=[CH:23][CH:24]=5)=[CH:15][CH:14]=4)=[C:7]([CH2:9][CH2:10][CH3:11])[N:8]=[C:3]3[CH2:1][CH3:2])=[CH:29][CH:30]=2)[CH2:50][CH2:51]1)([CH3:45])[CH3:44])([C:38]([CH3:39])([CH3:40])[CH3:41])([CH3:37])[CH3:36]. The yield is 0.540.